Dataset: Reaction yield outcomes from USPTO patents with 853,638 reactions. Task: Predict the reaction yield, written as a fraction of the theoretical maximum amount of product (1.0 means a 100% yield; for example, 0.34 means a 34% yield). (1) The reactants are [Cl:1][C:2]1[CH:3]=[C:4]2[C:14](=[CH:15][C:16]=1[Cl:17])[C:8]1([CH2:13][CH2:12][O:11][CH2:10][CH2:9]1)[C:7](=[O:18])[C:6]([C:19]([NH:21][CH2:22][C:23]([O:25]C(C)(C)C)=[O:24])=[O:20])=[C:5]2[OH:30]. The catalyst is C(O)(C(F)(F)F)=O. The product is [Cl:1][C:2]1[CH:3]=[C:4]2[C:14](=[CH:15][C:16]=1[Cl:17])[C:8]1([CH2:13][CH2:12][O:11][CH2:10][CH2:9]1)[C:7](=[O:18])[C:6]([C:19]([NH:21][CH2:22][C:23]([OH:25])=[O:24])=[O:20])=[C:5]2[OH:30]. The yield is 0.873. (2) The reactants are [Cl:1][C:2]1[C:7]([OH:8])=[CH:6][CH:5]=[CH:4][N:3]=1.[C:9]([O-])(O)=[O:10].[Na+].C=O.Cl. The catalyst is O. The product is [Cl:1][C:2]1[C:7]([OH:8])=[CH:6][CH:5]=[C:4]([CH2:9][OH:10])[N:3]=1. The yield is 0.810. (3) The reactants are P(Cl)(Cl)(Cl)=O.[Br:6][C:7]1[CH:8]=[C:9]2[C:13](=[CH:14][C:15]=1[C:16]#[N:17])[NH:12][CH:11]=[CH:10]2.O.[OH-].[Na+].CN([CH:24]=[O:25])C. No catalyst specified. The product is [Br:6][C:7]1[CH:8]=[C:9]2[C:13](=[CH:14][C:15]=1[C:16]#[N:17])[NH:12][CH:11]=[C:10]2[CH:24]=[O:25]. The yield is 0.920.